Task: Regression. Given two drug SMILES strings and cell line genomic features, predict the synergy score measuring deviation from expected non-interaction effect.. Dataset: NCI-60 drug combinations with 297,098 pairs across 59 cell lines (1) Drug 1: CC1=C2C(C(=O)C3(C(CC4C(C3C(C(C2(C)C)(CC1OC(=O)C(C(C5=CC=CC=C5)NC(=O)OC(C)(C)C)O)O)OC(=O)C6=CC=CC=C6)(CO4)OC(=O)C)OC)C)OC. Drug 2: C1CN(P(=O)(OC1)NCCCl)CCCl. Cell line: 786-0. Synergy scores: CSS=62.2, Synergy_ZIP=13.0, Synergy_Bliss=13.4, Synergy_Loewe=-12.6, Synergy_HSA=13.1. (2) Drug 1: CS(=O)(=O)CCNCC1=CC=C(O1)C2=CC3=C(C=C2)N=CN=C3NC4=CC(=C(C=C4)OCC5=CC(=CC=C5)F)Cl. Drug 2: COCCOC1=C(C=C2C(=C1)C(=NC=N2)NC3=CC=CC(=C3)C#C)OCCOC.Cl. Cell line: CAKI-1. Synergy scores: CSS=15.3, Synergy_ZIP=-0.183, Synergy_Bliss=2.18, Synergy_Loewe=3.62, Synergy_HSA=4.97. (3) Drug 1: C1C(C(OC1N2C=C(C(=O)NC2=O)F)CO)O. Drug 2: CCN(CC)CCNC(=O)C1=C(NC(=C1C)C=C2C3=C(C=CC(=C3)F)NC2=O)C. Cell line: K-562. Synergy scores: CSS=20.8, Synergy_ZIP=1.78, Synergy_Bliss=0.796, Synergy_Loewe=-4.08, Synergy_HSA=1.89. (4) Drug 1: CC1=C2C(C(=O)C3(C(CC4C(C3C(C(C2(C)C)(CC1OC(=O)C(C(C5=CC=CC=C5)NC(=O)OC(C)(C)C)O)O)OC(=O)C6=CC=CC=C6)(CO4)OC(=O)C)OC)C)OC. Drug 2: CC12CCC(CC1=CCC3C2CCC4(C3CC=C4C5=CN=CC=C5)C)O. Cell line: SNB-75. Synergy scores: CSS=31.5, Synergy_ZIP=0.616, Synergy_Bliss=1.88, Synergy_Loewe=-21.8, Synergy_HSA=1.45.